Dataset: Full USPTO retrosynthesis dataset with 1.9M reactions from patents (1976-2016). Task: Predict the reactants needed to synthesize the given product. (1) The reactants are: [C:1]([C:4]1[CH:9]=[CH:8][C:7]([N:10]2[CH:14]=[N:13][N:12]=[C:11]2[C:15]2[S:31][C:18]3[C:19]4[CH:27]=[CH:26][C:25]([C:28](O)=[O:29])=[CH:24][C:20]=4[O:21][CH2:22][CH2:23][C:17]=3[CH:16]=2)=[C:6]([Cl:32])[CH:5]=1)(O)=[O:2].CN.[CH3:35][N:36](C(ON1N=NC2C=CC=NC1=2)=[N+](C)C)C.F[P-](F)(F)(F)(F)F.C[CH2:60][N:61](C(C)C)C(C)C. Given the product [Cl:32][C:6]1[CH:5]=[C:4]([C:1](=[O:2])[NH:36][CH3:35])[CH:9]=[CH:8][C:7]=1[N:10]1[CH:14]=[N:13][N:12]=[C:11]1[C:15]1[S:31][C:18]2[C:19]3[CH:27]=[CH:26][C:25]([C:28]([NH:61][CH3:60])=[O:29])=[CH:24][C:20]=3[O:21][CH2:22][CH2:23][C:17]=2[CH:16]=1, predict the reactants needed to synthesize it. (2) Given the product [F:55][C:52]1[C:53]2[CH:54]=[C:41]3[C:40]4[N:39]=[C:38]([C:11]5[C:12]([N:14]([CH3:19])[S:15]([CH3:18])(=[O:16])=[O:17])=[CH:13][C:8]6[O:7][C:6]([N:29]7[CH:34]=[CH:33][C:32]([CH3:35])=[CH:31][C:30]7=[O:36])=[C:5]([C:3]([NH:2][CH3:1])=[O:4])[C:9]=6[CH:10]=5)[CH:47]=[CH:46][C:45]=4[CH2:44][CH2:43][N:42]3[C:48]=2[CH:49]=[CH:50][CH:51]=1, predict the reactants needed to synthesize it. The reactants are: [CH3:1][NH:2][C:3]([C:5]1[C:9]2[CH:10]=[C:11](B3OC(C)(C)C(C)(C)O3)[C:12]([N:14]([CH3:19])[S:15]([CH3:18])(=[O:17])=[O:16])=[CH:13][C:8]=2[O:7][C:6]=1[N:29]1[CH:34]=[CH:33][C:32]([CH3:35])=[CH:31][C:30]1=[O:36])=[O:4].Cl[C:38]1[CH:47]=[CH:46][C:45]2[CH2:44][CH2:43][N:42]3[C:48]4[CH:49]=[CH:50][CH:51]=[C:52]([F:55])[C:53]=4[CH:54]=[C:41]3[C:40]=2[N:39]=1.C([O-])([O-])=O.[K+].[K+].CC(C1C=C(C(C)C)C(C2C=CC=CC=2P(C2CCCCC2)C2CCCCC2)=C(C(C)C)C=1)C. (3) Given the product [CH3:35][N:34]([CH3:33])[C:36]1[S:13][C:2]2[CH:8]=[CH:7][C:6]([N+:9]([O-:11])=[O:10])=[CH:5][C:3]=2[N:4]=1, predict the reactants needed to synthesize it. The reactants are: F[C:2]1[CH:8]=[CH:7][C:6]([N+:9]([O-:11])=[O:10])=[CH:5][C:3]=1[NH2:4].C(C1NC=CN=1)(C1NC=CN=1)=[S:13].C([O-])([O-])=O.[K+].[K+].CNC.[CH3:33][N:34]([CH:36]=O)[CH3:35]. (4) Given the product [N:1]1([CH2:6]/[CH:7]=[CH:8]/[CH2:9][OH:10])[CH2:5][CH2:4][CH2:3][CH2:2]1, predict the reactants needed to synthesize it. The reactants are: [N:1]1([CH2:6][C:7]#[C:8][CH2:9][OH:10])[CH2:5][CH2:4][CH2:3][CH2:2]1.[H-].[Al+3].[Li+].[H-].[H-].[H-].[OH-].[Na+]. (5) Given the product [CH3:3][C@@H:4]([OH:117])[C@@H:5]1[NH:53][C:51](=[O:52])[C@H:50]([CH2:54][CH2:55][CH2:56][CH2:57][NH2:58])[NH:49][C:47](=[O:48])[C@H:46]([CH2:59][C:60]2[C:68]3[CH:67]=[CH:66][CH:65]=[CH:64][C:63]=3[NH:62][CH:61]=2)[NH:45][C:43](=[O:44])[C@H:42]([CH2:69][C:70]2[CH:75]=[CH:74][CH:73]=[CH:72][CH:71]=2)[NH:41][C:39](=[O:40])[C@H:38]([CH2:76][C:77]2[CH:78]=[CH:79][CH:80]=[CH:81][CH:82]=2)[NH:37][C:35](=[O:36])[C@H:34]([CH2:83][C:84]([NH2:86])=[O:85])[NH:33][C:31](=[O:32])[C@H:30]([CH2:87][CH2:88][CH2:89][CH2:90][NH2:91])[NH:29][C:27](=[O:28])[C@@H:26]([NH:92][C:93]([CH2:95][NH:96][C:97]([C@@H:99]([NH2:101])[CH3:100])=[O:98])=[O:94])[CH2:25][S:24][S:23][CH2:22][C@@H:21]([C:102]([OH:104])=[O:103])[NH:20][C:18](=[O:19])[C@H:17]([CH2:105][OH:106])[NH:16][C:14](=[O:15])[C@H:13]([C@H:107]([OH:109])[CH3:108])[NH:12][C:10](=[O:11])[C@H:9]([CH2:110][C:111]2[CH:112]=[CH:113][CH:114]=[CH:115][CH:116]=2)[NH:8][C:6]1=[O:7], predict the reactants needed to synthesize it. The reactants are: [Cl-].[Na+].[CH3:3][CH:4]([OH:117])[CH:5]1[NH:53][C:51](=[O:52])[CH:50]([CH2:54][CH2:55][CH2:56][CH2:57][NH2:58])[NH:49][C:47](=[O:48])[CH:46]([CH2:59][C:60]2[C:68]3[C:63](=[CH:64][CH:65]=[CH:66][CH:67]=3)[NH:62][CH:61]=2)[NH:45][C:43](=[O:44])[CH:42]([CH2:69][C:70]2[CH:75]=[CH:74][CH:73]=[CH:72][CH:71]=2)[NH:41][C:39](=[O:40])[CH:38]([CH2:76][C:77]2[CH:82]=[CH:81][CH:80]=[CH:79][CH:78]=2)[NH:37][C:35](=[O:36])[CH:34]([CH2:83][C:84]([NH2:86])=[O:85])[NH:33][C:31](=[O:32])[CH:30]([CH2:87][CH2:88][CH2:89][CH2:90][NH2:91])[NH:29][C:27](=[O:28])[CH:26]([NH:92][C:93]([CH2:95][NH:96][C:97]([CH:99]([NH2:101])[CH3:100])=[O:98])=[O:94])[CH2:25][S:24][S:23][CH2:22][CH:21]([C:102]([OH:104])=[O:103])[NH:20][C:18](=[O:19])[CH:17]([CH2:105][OH:106])[NH:16][C:14](=[O:15])[CH:13]([CH:107]([OH:109])[CH3:108])[NH:12][C:10](=[O:11])[CH:9]([CH2:110][C:111]2[CH:116]=[CH:115][CH:114]=[CH:113][CH:112]=2)[NH:8][C:6]1=[O:7]. (6) Given the product [CH2:1]([N:3]1[CH2:8][CH2:7][N:6]([C:9]2[C:18]3[C:13](=[CH:14][CH:15]=[CH:16][CH:17]=3)[CH:12]=[C:11]([C:19]3[CH:24]=[CH:23][C:22]([C:25](=[O:38])[N:26]([CH2:28][CH2:29][OH:30])[CH3:27])=[CH:21][CH:20]=3)[N:10]=2)[CH2:5][CH2:4]1)[CH3:2], predict the reactants needed to synthesize it. The reactants are: [CH2:1]([N:3]1[CH2:8][CH2:7][N:6]([C:9]2[C:18]3[C:13](=[CH:14][CH:15]=[CH:16][CH:17]=3)[CH:12]=[C:11]([C:19]3[CH:24]=[CH:23][C:22]([C:25](=[O:38])[N:26]([CH2:28][CH2:29][O:30]CC4C=CC=CC=4)[CH3:27])=[CH:21][CH:20]=3)[N:10]=2)[CH2:5][CH2:4]1)[CH3:2].Cl. (7) Given the product [Cl-:1].[CH2:27]([P+:20]([CH2:14][CH2:15][CH2:16][CH3:17])([CH2:21][CH2:22][CH2:23][CH3:24])[CH:2]([C:5]1[NH:13][C:8]2=[N:9][CH:10]=[CH:11][CH:12]=[C:7]2[N:6]=1)[CH2:3][CH3:4])[CH2:28][CH2:29][CH3:30], predict the reactants needed to synthesize it. The reactants are: [Cl:1][CH:2]([C:5]1[NH:13][C:8]2=[N:9][CH:10]=[CH:11][CH:12]=[C:7]2[N:6]=1)[CH2:3][CH3:4].[C:14]1([P:20]([C:27]2C=C[CH:30]=[CH:29][CH:28]=2)[C:21]2C=C[CH:24]=[CH:23][CH:22]=2)C=C[CH:17]=[CH:16][CH:15]=1.